Dataset: Forward reaction prediction with 1.9M reactions from USPTO patents (1976-2016). Task: Predict the product of the given reaction. (1) Given the reactants [Br:1][C:2]1[CH:10]=[C:9]2[C:5]([CH2:6][CH2:7][C@H:8]2[NH2:11])=[CH:4][CH:3]=1.C(N(CC)CC)C.[CH3:19][C:20]([O:23][C:24](O[C:24]([O:23][C:20]([CH3:22])([CH3:21])[CH3:19])=[O:25])=[O:25])([CH3:22])[CH3:21], predict the reaction product. The product is: [Br:1][C:2]1[CH:10]=[C:9]2[C:5]([CH2:6][CH2:7][C@H:8]2[NH:11][C:24](=[O:25])[O:23][C:20]([CH3:22])([CH3:21])[CH3:19])=[CH:4][CH:3]=1. (2) Given the reactants C[O:2][C:3](=[O:11])[C:4]1[CH:9]=[CH:8][C:7](Cl)=[N:6][CH:5]=1.C(N(CC)C(C)C)(C)C.[CH3:21][C:22]([CH3:26])([CH3:25])[C:23]#[CH:24], predict the reaction product. The product is: [CH3:21][C:22]([CH3:26])([CH3:25])[C:23]#[C:24][C:7]1[CH:8]=[CH:9][C:4]([C:3]([OH:2])=[O:11])=[CH:5][N:6]=1.